From a dataset of Experimentally validated miRNA-target interactions with 360,000+ pairs, plus equal number of negative samples. Binary Classification. Given a miRNA mature sequence and a target amino acid sequence, predict their likelihood of interaction. (1) The miRNA is hsa-miR-5581-5p with sequence AGCCUUCCAGGAGAAAUGGAGA. The protein sequence of the target gene is MVKFPALTHYWPLIRFLVPLGITNIAIDFGEQALNRGIAAVKEDAVEMLASYGLAYSLMKFFTGPMSDFKNVGLVFVNSKRDRAKAVLCMVVAGAIAAVFHTLIAYSDLGYYIINKLHHVDESVGSKTRRAFLYLAAFPFMDAMAWTHAGILLKHKYSFLVGCASISDVIAQVVFVAILLHSHLECREPLLIPILSLYMGALVRCTTLCLGYYRNIHDIIPDRSGPELGGDATIRKMLSFWWPLALILATQRISRPIVNLFVSRDLGGSSAATEAVAILTATYPVGHMPYGWLTEIRAVY.... Result: 0 (no interaction). (2) The miRNA is gga-miR-21-5p with sequence UAGCUUAUCAGACUGAUGUUGA. The protein sequence of the target gene is MAQPLAFILDVPETPGDQGQGPSPYDESEVHDSFQQLIQEQSQCTAQEGLELQQREREVTGSSQQTLWRPEGTQSTATLRILASMPSRTIGRSRGAIISQYYNRTVQLRCRSSRPLLGNFVRSAWPSLRLYDLELDPTALEEEEKQSLLVKELQSLAVAQRDHMLRGMPLSLAEKRSLREKSRTPRGKWRGQPGSGGVCSCCGRLRYACVLALHSLGLALLSALQALMPWRYALKRIGGQFGSSVLSYFLFLKTLLAFNALLLLLLVAFIMGPQVAFPPALPGPAPVCTGLELLTGAGCF.... Result: 0 (no interaction).